From a dataset of NCI-60 drug combinations with 297,098 pairs across 59 cell lines. Regression. Given two drug SMILES strings and cell line genomic features, predict the synergy score measuring deviation from expected non-interaction effect. (1) Drug 1: CCC1=CC2CC(C3=C(CN(C2)C1)C4=CC=CC=C4N3)(C5=C(C=C6C(=C5)C78CCN9C7C(C=CC9)(C(C(C8N6C)(C(=O)OC)O)OC(=O)C)CC)OC)C(=O)OC.C(C(C(=O)O)O)(C(=O)O)O. Drug 2: C1CN1P(=S)(N2CC2)N3CC3. Cell line: OVCAR-5. Synergy scores: CSS=42.2, Synergy_ZIP=-2.52, Synergy_Bliss=-3.13, Synergy_Loewe=-29.6, Synergy_HSA=-1.90. (2) Synergy scores: CSS=66.5, Synergy_ZIP=9.27, Synergy_Bliss=9.85, Synergy_Loewe=-7.74, Synergy_HSA=10.00. Drug 2: CN1C=C(C=N1)C2=C3N=C(C(=C(N3N=C2)N)Br)C4CCCNC4. Drug 1: CCN(CC)CCNC(=O)C1=C(NC(=C1C)C=C2C3=C(C=CC(=C3)F)NC2=O)C. Cell line: SW-620. (3) Drug 1: CC(C1=C(C=CC(=C1Cl)F)Cl)OC2=C(N=CC(=C2)C3=CN(N=C3)C4CCNCC4)N. Drug 2: C1CN1P(=S)(N2CC2)N3CC3. Cell line: K-562. Synergy scores: CSS=40.6, Synergy_ZIP=-4.48, Synergy_Bliss=-6.37, Synergy_Loewe=-24.5, Synergy_HSA=-5.65. (4) Drug 1: CN(C)N=NC1=C(NC=N1)C(=O)N. Drug 2: C1=NC2=C(N1)C(=S)N=CN2. Cell line: M14. Synergy scores: CSS=15.0, Synergy_ZIP=-11.3, Synergy_Bliss=-15.5, Synergy_Loewe=-52.6, Synergy_HSA=-18.7. (5) Drug 1: CC1=CC2C(CCC3(C2CCC3(C(=O)C)OC(=O)C)C)C4(C1=CC(=O)CC4)C. Drug 2: COC1=C2C(=CC3=C1OC=C3)C=CC(=O)O2. Cell line: LOX IMVI. Synergy scores: CSS=5.53, Synergy_ZIP=1.70, Synergy_Bliss=6.29, Synergy_Loewe=5.47, Synergy_HSA=4.89. (6) Drug 1: CC12CCC(CC1=CCC3C2CCC4(C3CC=C4C5=CN=CC=C5)C)O. Drug 2: CCC1(CC2CC(C3=C(CCN(C2)C1)C4=CC=CC=C4N3)(C5=C(C=C6C(=C5)C78CCN9C7C(C=CC9)(C(C(C8N6C)(C(=O)OC)O)OC(=O)C)CC)OC)C(=O)OC)O.OS(=O)(=O)O. Cell line: HT29. Synergy scores: CSS=66.7, Synergy_ZIP=0.539, Synergy_Bliss=2.43, Synergy_Loewe=-26.4, Synergy_HSA=1.93. (7) Drug 1: CCCCC(=O)OCC(=O)C1(CC(C2=C(C1)C(=C3C(=C2O)C(=O)C4=C(C3=O)C=CC=C4OC)O)OC5CC(C(C(O5)C)O)NC(=O)C(F)(F)F)O. Drug 2: COCCOC1=C(C=C2C(=C1)C(=NC=N2)NC3=CC=CC(=C3)C#C)OCCOC.Cl. Cell line: HCC-2998. Synergy scores: CSS=41.1, Synergy_ZIP=-3.08, Synergy_Bliss=-13.8, Synergy_Loewe=-11.5, Synergy_HSA=-11.5. (8) Drug 1: COC1=CC(=CC(=C1O)OC)C2C3C(COC3=O)C(C4=CC5=C(C=C24)OCO5)OC6C(C(C7C(O6)COC(O7)C8=CC=CS8)O)O. Drug 2: CN(C)N=NC1=C(NC=N1)C(=O)N. Cell line: MALME-3M. Synergy scores: CSS=22.2, Synergy_ZIP=-6.30, Synergy_Bliss=0.621, Synergy_Loewe=-64.1, Synergy_HSA=-1.45.